This data is from Reaction yield outcomes from USPTO patents with 853,638 reactions. The task is: Predict the reaction yield, written as a fraction of the theoretical maximum amount of product (1.0 means a 100% yield; for example, 0.34 means a 34% yield). (1) The reactants are [Si:1]([O:8][CH2:9][C@@H:10]1[CH2:14][C@@H:13]([N:15]2[C:19]3[N:20]=[CH:21][N:22]=[C:23]([NH:24][C@@H:25]4[C:33]5[C:28](=[CH:29][CH:30]=[CH:31][CH:32]=5)[CH2:27][CH2:26]4)[C:18]=3[CH:17]=[CH:16]2)[C@H:12]([OH:34])[C@@H:11]1[OH:35])([C:4]([CH3:7])([CH3:6])[CH3:5])([CH3:3])[CH3:2].[C:36](N1C=CN=C1)(N1C=CN=C1)=[S:37]. The catalyst is CN(C=O)C. The product is [Si:1]([O:8][CH2:9][C@H:10]1[C@@H:11]2[C@@H:12]([O:34][C:36](=[S:37])[O:35]2)[C@H:13]([N:15]2[C:19]3[N:20]=[CH:21][N:22]=[C:23]([NH:24][C@@H:25]4[C:33]5[C:28](=[CH:29][CH:30]=[CH:31][CH:32]=5)[CH2:27][CH2:26]4)[C:18]=3[CH:17]=[CH:16]2)[CH2:14]1)([C:4]([CH3:7])([CH3:5])[CH3:6])([CH3:2])[CH3:3]. The yield is 0.810. (2) The yield is 0.510. The reactants are [CH3:1][CH:2]1[CH2:7][CH2:6][CH2:5][CH:4]([CH2:8][CH2:9][CH2:10][OH:11])[CH2:3]1.[Br-].[K+].Cl[O-].[Na+]. The catalyst is ClCCl.O. The product is [CH3:1][CH:2]1[CH2:7][CH2:6][CH2:5][CH:4]([CH2:8][CH2:9][CH:10]=[O:11])[CH2:3]1.